Dataset: CYP3A4 inhibition data for predicting drug metabolism from PubChem BioAssay. Task: Regression/Classification. Given a drug SMILES string, predict its absorption, distribution, metabolism, or excretion properties. Task type varies by dataset: regression for continuous measurements (e.g., permeability, clearance, half-life) or binary classification for categorical outcomes (e.g., BBB penetration, CYP inhibition). Dataset: cyp3a4_veith. (1) The compound is Cc1ccc(C2/C(=C(/O)c3ccc(Cl)cc3)C(=O)C(=O)N2CC2CCCO2)o1. The result is 0 (non-inhibitor). (2) The compound is O=C(O)c1cccnc1SCc1ccccc1. The result is 0 (non-inhibitor). (3) The drug is COc1ccc2[nH]cc(CCNc3ccnc(-c4ccc(C(=O)N(C)C)cc4)n3)c2c1. The result is 1 (inhibitor). (4) The compound is CCOC(=O)c1[nH]c(C)c(C)c1C. The result is 0 (non-inhibitor). (5) The compound is COCCN(C(=O)c1ccco1)c1nnc(-c2ccc(OC)cc2)s1. The result is 0 (non-inhibitor). (6) The molecule is Nc1ccn([C@@H]2CC[C@H](CO)O2)c(=O)n1. The result is 0 (non-inhibitor).